This data is from Reaction yield outcomes from USPTO patents with 853,638 reactions. The task is: Predict the reaction yield, written as a fraction of the theoretical maximum amount of product (1.0 means a 100% yield; for example, 0.34 means a 34% yield). (1) The reactants are [NH2:1][C:2]1[CH:10]=[CH:9][C:5]([C:6]([OH:8])=O)=[CH:4][N:3]=1.[CH:11]1([CH:14]=[CH:15][C:16]2[S:20][C:19]([CH2:21][NH2:22])=[CH:18][CH:17]=2)[CH2:13][CH2:12]1.F[P-](F)(F)(F)(F)F.N1([P+](N(C)C)(N(C)C)N(C)C)C2C=CC=CC=2N=N1.C(N(CC)CC)C. The catalyst is CN(C)C=O.O. The product is [NH2:1][C:2]1[CH:10]=[CH:9][C:5]([C:6]([NH:22][CH2:21][C:19]2[S:20][C:16]([CH:15]=[CH:14][CH:11]3[CH2:13][CH2:12]3)=[CH:17][CH:18]=2)=[O:8])=[CH:4][N:3]=1. The yield is 0.666. (2) The catalyst is C1COCC1. The yield is 0.140. The reactants are CC1(C)[O:6][C@@H:5]([CH2:7][O:8][C:9]2[C:10]3[N:11]([C:25]([C:29]([NH:31][C:32]4[N:33]=[N:34][CH:35]=[CH:36][CH:37]=4)=[O:30])=[C:26]([CH3:28])[N:27]=3)[N:12]=[C:13]([C:15]3[CH:20]=[CH:19][CH:18]=[CH:17][C:16]=3[C:21]([F:24])([F:23])[F:22])[CH:14]=2)[CH2:4][O:3]1.Cl.O. The product is [OH:6][C@H:5]([CH2:4][OH:3])[CH2:7][O:8][C:9]1[C:10]2[N:11]([C:25]([C:29]([NH:31][C:32]3[N:33]=[N:34][CH:35]=[CH:36][CH:37]=3)=[O:30])=[C:26]([CH3:28])[N:27]=2)[N:12]=[C:13]([C:15]2[CH:20]=[CH:19][CH:18]=[CH:17][C:16]=2[C:21]([F:23])([F:22])[F:24])[CH:14]=1. (3) The product is [CH3:26][C:27]1[CH:32]=[CH:31][C:30]([N:33]2[C:5]([C:7]3[C:12](=[O:13])[CH:11]=[CH:10][N:9]([C:14]4[CH:19]=[CH:18][CH:17]=[C:16]([C:20]([F:23])([F:22])[F:21])[CH:15]=4)[N:8]=3)=[CH:4][CH:3]=[N:2]2)=[CH:29][CH:28]=1. The reactants are C[N:2](C)[CH:3]=[CH:4][C:5]([C:7]1[C:12](=[O:13])[CH:11]=[CH:10][N:9]([C:14]2[CH:19]=[CH:18][CH:17]=[C:16]([C:20]([F:23])([F:22])[F:21])[CH:15]=2)[N:8]=1)=O.Cl.[CH3:26][C:27]1[CH:32]=[CH:31][C:30]([NH:33]N)=[CH:29][CH:28]=1.CCN(CC)CC. The catalyst is C(O)C. The yield is 0.270. (4) The reactants are [Br:1][C:2]1[CH:11]=[CH:10][C:5]2[N:6]=[C:7](Cl)[S:8][C:4]=2[CH:3]=1.Cl.[F:13][CH2:14][CH2:15][NH2:16]. The catalyst is CO. The product is [Br:1][C:2]1[CH:11]=[CH:10][C:5]2[N:6]=[C:7]([NH:16][CH2:15][CH2:14][F:13])[S:8][C:4]=2[CH:3]=1. The yield is 0.540. (5) The reactants are [CH2:1]([C@@H:5]1[NH:10][CH2:9][C@H:8]([CH2:11][CH:12]([CH3:14])[CH3:13])[NH:7][C:6]1=[O:15])[CH:2]([CH3:4])[CH3:3].C1C=CC2N(O)N=NC=2C=1.[O:26]([C:33]1[CH:41]=[CH:40][C:36]([C:37](O)=[O:38])=[CH:35][CH:34]=1)[C:27]1[CH:32]=[CH:31][CH:30]=[CH:29][CH:28]=1.C(Cl)CCl.CCN(C(C)C)C(C)C. The catalyst is CC#N. The product is [CH2:1]([C@@H:5]1[N:10]([C:37](=[O:38])[C:36]2[CH:35]=[CH:34][C:33]([O:26][C:27]3[CH:32]=[CH:31][CH:30]=[CH:29][CH:28]=3)=[CH:41][CH:40]=2)[CH2:9][C@H:8]([CH2:11][CH:12]([CH3:14])[CH3:13])[NH:7][C:6]1=[O:15])[CH:2]([CH3:4])[CH3:3]. The yield is 0.345. (6) The reactants are Br[C:2]1[N:7]=[C:6]([C:8]([O:10][CH3:11])=[O:9])[C:5]([O:12][CH2:13][CH2:14][CH2:15][O:16][C:17]2[CH:22]=[CH:21][CH:20]=[CH:19][CH:18]=2)=[CH:4][CH:3]=1.[CH3:23][N:24]1[C:33]2[C:28](=[CH:29][C:30](B3OC(C)(C)C(C)(C)O3)=[CH:31][CH:32]=2)[NH:27][CH2:26][CH2:25]1.C([O-])([O-])=O.[K+].[K+]. The catalyst is O1CCOCC1.[Br-].C([N+](CCCC)(CCCC)CCCC)CCC.O.Cl[Pd](Cl)([P](C1C=CC=CC=1)(C1C=CC=CC=1)C1C=CC=CC=1)[P](C1C=CC=CC=1)(C1C=CC=CC=1)C1C=CC=CC=1. The product is [CH3:23][N:24]1[C:33]2[C:28](=[CH:29][C:30]([C:2]3[N:7]=[C:6]([C:8]([O:10][CH3:11])=[O:9])[C:5]([O:12][CH2:13][CH2:14][CH2:15][O:16][C:17]4[CH:22]=[CH:21][CH:20]=[CH:19][CH:18]=4)=[CH:4][CH:3]=3)=[CH:31][CH:32]=2)[NH:27][CH2:26][CH2:25]1. The yield is 0.160. (7) The product is [F:1][C:2]1[C:7]([O:8][CH3:9])=[CH:6][C:5]([O:10][CH3:11])=[CH:4][C:3]=1[C:12]1[C:13](=[O:15])[NH:23][C:24]2[N:25]=[C:26]([S:32][CH3:33])[N:27]=[CH:28][C:29]=2[CH:30]=1. The reactants are [F:1][C:2]1[C:7]([O:8][CH3:9])=[CH:6][C:5]([O:10][CH3:11])=[CH:4][C:3]=1[CH2:12][C:13]([O:15]C)=O.C([O-])([O-])=O.[K+].[K+].[NH2:23][C:24]1[C:29]([CH:30]=O)=[CH:28][N:27]=[C:26]([S:32][CH3:33])[N:25]=1.O. The catalyst is CN1C(=O)CCC1. The yield is 0.280.